From a dataset of Forward reaction prediction with 1.9M reactions from USPTO patents (1976-2016). Predict the product of the given reaction. (1) Given the reactants Cl.[O:2]1[C:6]2[CH:7]=[CH:8][CH:9]=[C:10]([CH:11]3[CH2:16][CH2:15][N:14]([CH2:17][CH2:18][C@H:19]4[CH2:24][CH2:23][C@H:22]([NH2:25])[CH2:21][CH2:20]4)[CH2:13][CH2:12]3)[C:5]=2[O:4][CH2:3]1.[C:26](O)(=[O:29])[CH2:27][CH3:28], predict the reaction product. The product is: [O:2]1[C:6]2[CH:7]=[CH:8][CH:9]=[C:10]([CH:11]3[CH2:16][CH2:15][N:14]([CH2:17][CH2:18][C@H:19]4[CH2:20][CH2:21][C@H:22]([NH:25][C:26](=[O:29])[CH2:27][CH3:28])[CH2:23][CH2:24]4)[CH2:13][CH2:12]3)[C:5]=2[O:4][CH2:3]1. (2) Given the reactants N1C=CN=C1.[C:6]([Si:10]([CH3:13])([CH3:12])Cl)([CH3:9])([CH3:8])[CH3:7].CN(C)C=O.[OH:19][CH2:20][CH2:21][CH2:22][C:23]1[CH:28]=[C:27]([C:29]([O:31][CH3:32])=[O:30])[N:26]=[C:25]([C:33]([O:35][CH3:36])=[O:34])[CH:24]=1, predict the reaction product. The product is: [Si:10]([O:19][CH2:20][CH2:21][CH2:22][C:23]1[CH:28]=[C:27]([C:29]([O:31][CH3:32])=[O:30])[N:26]=[C:25]([C:33]([O:35][CH3:36])=[O:34])[CH:24]=1)([C:6]([CH3:9])([CH3:8])[CH3:7])([CH3:13])[CH3:12]. (3) Given the reactants [N+:1]([C:4]1[CH:12]=[CH:11][C:7]([C:8](Cl)=[O:9])=[CH:6][CH:5]=1)([O-:3])=[O:2].[CH2:13]([CH2:15][NH2:16])[OH:14], predict the reaction product. The product is: [N+:1]([C:4]1[CH:12]=[CH:11][C:7]([C:8]([NH:16][CH2:15][CH2:13][OH:14])=[O:9])=[CH:6][CH:5]=1)([O-:3])=[O:2].